This data is from Catalyst prediction with 721,799 reactions and 888 catalyst types from USPTO. The task is: Predict which catalyst facilitates the given reaction. (1) Reactant: Br[C:2]1[N:7]=[CH:6][C:5]([CH:8]2[C:17]3[C:12](=[CH:13][C:14]([O:18][CH2:19][CH2:20][CH2:21][N:22]4[CH2:27][CH2:26][CH:25]([F:28])[CH2:24][CH2:23]4)=[CH:15][CH:16]=3)[CH2:11][N:10]([CH3:29])[CH2:9]2)=[CH:4][CH:3]=1.C(S)[CH2:31][S:32]([O-])(=O)=O.[Na+]. Product: [F:28][CH:25]1[CH2:26][CH2:27][N:22]([CH2:21][CH2:20][CH2:19][O:18][C:14]2[CH:13]=[C:12]3[C:17]([CH:8]([C:5]4[CH:6]=[N:7][C:2]([S:32][CH3:31])=[CH:3][CH:4]=4)[CH2:9][N:10]([CH3:29])[CH2:11]3)=[CH:16][CH:15]=2)[CH2:23][CH2:24]1. The catalyst class is: 31. (2) Reactant: [CH3:1][O:2][C:3](=[O:13])[C:4]1[CH:9]=[C:8]([CH3:10])[C:7]([O:11][CH3:12])=[N:6][CH:5]=1.C1C(=O)N([Br:21])C(=O)C1.CC(N=NC(C#N)(C)C)(C#N)C. Product: [CH3:1][O:2][C:3](=[O:13])[C:4]1[CH:9]=[C:8]([CH2:10][Br:21])[C:7]([O:11][CH3:12])=[N:6][CH:5]=1. The catalyst class is: 53. (3) Reactant: I.[C:2](SC)(=[NH:9])[C:3]1[CH:8]=[CH:7][CH:6]=[CH:5][CH:4]=1.[NH2:12][C:13]1[CH:14]=[C:15]([NH:19][C:20](=[O:28])[CH2:21][C:22]2[CH:27]=[CH:26][CH:25]=[CH:24][CH:23]=2)[CH:16]=[CH:17][CH:18]=1.[OH-].[Na+]. Product: [NH:9]=[C:2]([NH:12][C:13]1[CH:14]=[C:15]([NH:19][C:20](=[O:28])[CH2:21][C:22]2[CH:23]=[CH:24][CH:25]=[CH:26][CH:27]=2)[CH:16]=[CH:17][CH:18]=1)[C:3]1[CH:8]=[CH:7][CH:6]=[CH:5][CH:4]=1. The catalyst class is: 24. (4) Reactant: [CH2:1]([O:3][C:4]([CH:6]1[CH2:11][CH2:10][N:9]([C:12]2[C:17]([N+:18]([O-:20])=[O:19])=[C:16](Cl)[N:15]=[CH:14][N:13]=2)[CH2:8][CH2:7]1)=[O:5])[CH3:2].[N:22]1([C:27]2[CH:32]=[CH:31][C:30]([OH:33])=[CH:29][CH:28]=2)[CH:26]=[CH:25][N:24]=[CH:23]1.C(=O)([O-])[O-].[K+].[K+]. Product: [CH2:1]([O:3][C:4]([CH:6]1[CH2:11][CH2:10][N:9]([C:12]2[C:17]([N+:18]([O-:20])=[O:19])=[C:16]([O:33][C:30]3[CH:29]=[CH:28][C:27]([N:22]4[CH:26]=[CH:25][N:24]=[CH:23]4)=[CH:32][CH:31]=3)[N:15]=[CH:14][N:13]=2)[CH2:8][CH2:7]1)=[O:5])[CH3:2]. The catalyst class is: 3. (5) Reactant: [Cl:1][C:2]1[CH:7]=[CH:6][N:5]=[C:4]([C:8]([CH:12]2[CH2:14][CH2:13]2)=[CH:9][O:10]C)[C:3]=1[O:15][CH3:16].S(=O)(=O)(O)O.C(=O)(O)[O-].[Na+]. Product: [Cl:1][C:2]1[CH:7]=[CH:6][N:5]=[C:4]([CH:8]([CH:12]2[CH2:13][CH2:14]2)[CH:9]=[O:10])[C:3]=1[O:15][CH3:16]. The catalyst class is: 1.